This data is from Reaction yield outcomes from USPTO patents with 853,638 reactions. The task is: Predict the reaction yield, written as a fraction of the theoretical maximum amount of product (1.0 means a 100% yield; for example, 0.34 means a 34% yield). The reactants are [CH3:1][N:2]1[C:10]2[N:9]=[CH:8][NH:7][C:6]=2[C:5](=[O:11])[NH:4][C:3]1=[O:12].C([O-])(=O)C.[Na+].[Br:18]Br. The catalyst is C(O)(=O)C. The product is [Br:18][C:8]1[NH:7][C:6]2[C:5](=[O:11])[NH:4][C:3](=[O:12])[N:2]([CH3:1])[C:10]=2[N:9]=1. The yield is 0.966.